Dataset: Reaction yield outcomes from USPTO patents with 853,638 reactions. Task: Predict the reaction yield, written as a fraction of the theoretical maximum amount of product (1.0 means a 100% yield; for example, 0.34 means a 34% yield). (1) The reactants are Br[CH2:2][C:3]([C:5]1[CH:10]=[CH:9][C:8]([O:11][CH3:12])=[CH:7][CH:6]=1)=[O:4].O=[C:14]([CH2:20][CH3:21])[CH2:15][C:16]([O:18][CH3:19])=[O:17].O.C1(C)C=CC(S(O)(=O)=O)=CC=1. The catalyst is C1(C)C=CC=CC=1. The product is [CH2:20]([C:14]1[O:4][C:3]([C:5]2[CH:10]=[CH:9][C:8]([O:11][CH3:12])=[CH:7][CH:6]=2)=[CH:2][C:15]=1[C:16]([O:18][CH3:19])=[O:17])[CH3:21]. The yield is 0.590. (2) The reactants are C(=O)([O-])[O-].[Na+].[Na+].[C:7](B(O)O)([CH3:9])=[CH2:8].Cl[C:14]1[N:19]=[C:18]([N:20]2[CH2:25][CH2:24][CH:23]([CH2:26][NH:27][C:28](=[O:49])[C:29]3[CH:34]=[CH:33][C:32]([C:35]4[O:36][C:37]5[C:43]([CH:44]([CH3:46])[CH3:45])=[CH:42][C:41]([C:47]#[N:48])=[CH:40][C:38]=5[N:39]=4)=[CH:31][CH:30]=3)[CH2:22][CH2:21]2)[CH:17]=[CH:16][N:15]=1.O. The catalyst is C1(C)C=CC=CC=1.C1(P(C2C=CC=CC=2)C2C=CC=CC=2)C=CC=CC=1.C1(P(C2C=CC=CC=2)C2C=CC=CC=2)C=CC=CC=1.C1(P(C2C=CC=CC=2)C2C=CC=CC=2)C=CC=CC=1.C1(P(C2C=CC=CC=2)C2C=CC=CC=2)C=CC=CC=1.[Pd].C(O)C. The product is [C:47]([C:41]1[CH:42]=[C:43]([CH:44]([CH3:46])[CH3:45])[C:37]2[O:36][C:35]([C:32]3[CH:33]=[CH:34][C:29]([C:28]([NH:27][CH2:26][CH:23]4[CH2:24][CH2:25][N:20]([C:18]5[CH:17]=[CH:16][N:15]=[C:14]([C:7]([CH3:9])=[CH2:8])[N:19]=5)[CH2:21][CH2:22]4)=[O:49])=[CH:30][CH:31]=3)=[N:39][C:38]=2[CH:40]=1)#[N:48]. The yield is 0.610.